Dataset: Peptide-MHC class I binding affinity with 185,985 pairs from IEDB/IMGT. Task: Regression. Given a peptide amino acid sequence and an MHC pseudo amino acid sequence, predict their binding affinity value. This is MHC class I binding data. The peptide sequence is NTPEALCDPTE. The MHC is Mamu-A01 with pseudo-sequence Mamu-A01. The binding affinity (normalized) is 0.431.